This data is from Reaction yield outcomes from USPTO patents with 853,638 reactions. The task is: Predict the reaction yield, written as a fraction of the theoretical maximum amount of product (1.0 means a 100% yield; for example, 0.34 means a 34% yield). (1) The reactants are [O:1]=[S:2]1(=[O:28])[CH2:7][CH2:6][CH2:5][CH2:4][N:3]1[C:8]1[CH:16]=[C:15]([C:17]([O:19][CH3:20])=[O:18])[CH:14]=[C:13]2[C:9]=1[CH2:10][CH2:11][N:12]2C(OC(C)(C)C)=O.CCOCC.[ClH:34]. No catalyst specified. The product is [ClH:34].[O:28]=[S:2]1(=[O:1])[CH2:7][CH2:6][CH2:5][CH2:4][N:3]1[C:8]1[CH:16]=[C:15]([C:17]([O:19][CH3:20])=[O:18])[CH:14]=[C:13]2[C:9]=1[CH2:10][CH2:11][NH:12]2. The yield is 1.00. (2) The reactants are O.O.Cl[Sn]Cl.[CH3:6][O:7][C:8]1[CH:9]=[C:10]2[C:15](=[C:16]([N+:18]([O-])=O)[CH:17]=1)[N:14]=[CH:13][CH:12]=[CH:11]2.[OH-].[Na+]. The catalyst is C(O)C. The product is [CH3:6][O:7][C:8]1[CH:9]=[C:10]2[C:15](=[C:16]([NH2:18])[CH:17]=1)[N:14]=[CH:13][CH:12]=[CH:11]2. The yield is 0.980. (3) The reactants are [CH2:1]([C:9]1[CH:14]=[CH:13][C:12]([NH2:15])=[CH:11][CH:10]=1)[C:2]1[CH:7]=[CH:6][C:5]([NH2:8])=[CH:4][CH:3]=1.[CH3:16][C:17]([CH3:19])=O.[C:20]1(C)[CH:25]=CC=C[CH:21]=1. The catalyst is [Pt]. The product is [CH:17]([NH:15][C:12]1[CH:13]=[CH:14][C:9]([CH2:1][C:2]2[CH:3]=[CH:4][C:5]([NH:8][CH:20]([CH3:25])[CH3:21])=[CH:6][CH:7]=2)=[CH:10][CH:11]=1)([CH3:19])[CH3:16]. The yield is 0.980. (4) The reactants are [CH2:1]([N:8]1[CH2:13][CH2:12][C:11]([N:19](C(OC(C)(C)C)=O)[NH:20]C(OC(C)(C)C)=O)([C:14]([O:16][CH2:17][CH3:18])=[O:15])[CH2:10][CH2:9]1)[C:2]1[CH:7]=[CH:6][CH:5]=[CH:4][CH:3]=1.[ClH:35]. The catalyst is CO. The product is [ClH:35].[CH2:1]([N:8]1[CH2:9][CH2:10][C:11]([NH:19][NH2:20])([C:14]([O:16][CH2:17][CH3:18])=[O:15])[CH2:12][CH2:13]1)[C:2]1[CH:7]=[CH:6][CH:5]=[CH:4][CH:3]=1. The yield is 0.889. (5) The reactants are [CH2:1]([O:3][C:4](=[O:31])[CH2:5][C@H:6]1[C:14]2[C:9](=[CH:10][C:11]([O:15][CH2:16][CH2:17][C:18]3[N:19]=[C:20]([C:24]4[CH:29]=[CH:28][C:27](Br)=[CH:26][CH:25]=4)[O:21][C:22]=3[CH3:23])=[CH:12][CH:13]=2)[CH2:8][CH2:7]1)[CH3:2].[C:32]([C:35]1[S:39][C:38](B(O)O)=[CH:37][CH:36]=1)(=[O:34])[CH3:33].C(=O)([O-])[O-].[Na+].[Na+].[C:49]1(C)[CH:54]=[CH:53][CH:52]=[CH:51][CH:50]=1. The catalyst is O1CCOCC1.C1(P(C2C=CC=CC=2)[C-]2C=CC=C2)C=CC=CC=1.[C-]1(P(C2C=CC=CC=2)C2C=CC=CC=2)C=CC=C1.[Fe+2].Cl[Pd]Cl. The product is [CH2:1]([O:3][C:4](=[O:31])[CH2:5][C@H:6]1[C:14]2[C:9](=[CH:10][C:11]([O:15][CH2:16][CH2:17][C:18]3[N:19]=[C:20]([C:24]4[CH:29]=[CH:28][C:27]([C:49]5[CH:54]=[CH:53][C:52]([C:38]6[S:39][C:35]([C:32](=[O:34])[CH3:33])=[CH:36][CH:37]=6)=[CH:51][CH:50]=5)=[CH:26][CH:25]=4)[O:21][C:22]=3[CH3:23])=[CH:12][CH:13]=2)[CH2:8][CH2:7]1)[CH3:2]. The yield is 0.460. (6) The reactants are C(OC([NH:8][C@:9]1([C:16]([O:18][CH2:19][CH3:20])=[O:17])[CH2:14][C:13](=[O:15])[NH:12][C:10]1=[O:11])=O)(C)(C)C.[ClH:21]. The catalyst is C(OCC)(=O)C. The product is [ClH:21].[NH2:8][C@:9]1([C:16]([O:18][CH2:19][CH3:20])=[O:17])[CH2:14][C:13](=[O:15])[NH:12][C:10]1=[O:11]. The yield is 0.950.